From a dataset of Forward reaction prediction with 1.9M reactions from USPTO patents (1976-2016). Predict the product of the given reaction. (1) Given the reactants [CH3:1][O:2][C:3](=[O:14])[CH:4]=[C:5]1[CH2:10][CH2:9][CH:8]([CH2:11][O:12][CH3:13])[CH2:7][CH2:6]1, predict the reaction product. The product is: [CH3:1][O:2][C:3](=[O:14])[CH2:4][C@H:5]1[CH2:10][CH2:9][C@H:8]([CH2:11][O:12][CH3:13])[CH2:7][CH2:6]1. (2) Given the reactants [OH:1][CH2:2][CH2:3][O:4][CH2:5][C:6]1[N:7]=[CH:8][S:9][C:10]=1/[CH:11]=[CH:12]\[S:13][C:14]1[C@H:15]([CH3:45])[C@@H:16]2[C@@H:33]([C@H:34]([O:36][Si](CC)(CC)CC)[CH3:35])[C:32](=[O:44])[N:17]2[C:18]=1[C:19]([O:21]CC1C=CC([N+]([O-])=O)=CC=1)=[O:20].Cl.O.C(=O)(O)[O-].[Na+:52].P([O-])([O-])([O-])=O.[Na+].[Na+].[Na+], predict the reaction product. The product is: [OH:1][CH2:2][CH2:3][O:4][CH2:5][C:6]1[N:7]=[CH:8][S:9][C:10]=1/[CH:11]=[CH:12]\[S:13][C:14]1[C@H:15]([CH3:45])[C@@H:16]2[C@@H:33]([C@H:34]([OH:36])[CH3:35])[C:32](=[O:44])[N:17]2[C:18]=1[C:19]([O-:21])=[O:20].[Na+:52].